Dataset: TCR-epitope binding with 47,182 pairs between 192 epitopes and 23,139 TCRs. Task: Binary Classification. Given a T-cell receptor sequence (or CDR3 region) and an epitope sequence, predict whether binding occurs between them. (1) The epitope is ARMILMTHF. Result: 0 (the TCR does not bind to the epitope). The TCR CDR3 sequence is CSVGVNTEAFF. (2) The epitope is LLQTGIHVRVSQPSL. The TCR CDR3 sequence is CASSIIRESNYGYTF. Result: 0 (the TCR does not bind to the epitope). (3) Result: 1 (the TCR binds to the epitope). The TCR CDR3 sequence is CASSMGPTSGGPTDTQYF. The epitope is RAKFKQLL. (4) The epitope is KLGGALQAK. The TCR CDR3 sequence is CASSQGMNTEAFF. Result: 1 (the TCR binds to the epitope). (5) The TCR CDR3 sequence is CASSPAGPGMNTEAFF. Result: 0 (the TCR does not bind to the epitope). The epitope is FIAGLIAIV. (6) The epitope is TVYDPLQPELDSFK. The TCR CDR3 sequence is CASSQAVDTGGSQPQHF. Result: 0 (the TCR does not bind to the epitope). (7) The epitope is SEISMDNSPNL. The TCR CDR3 sequence is CASRSDGDYGYTF. Result: 1 (the TCR binds to the epitope). (8) The epitope is LVLSVNPYV. The TCR CDR3 sequence is CASSEYPGSRSYTF. Result: 1 (the TCR binds to the epitope). (9) The epitope is LPPAYTNSF. The TCR CDR3 sequence is CSAIVGSAYEQYF. Result: 0 (the TCR does not bind to the epitope). (10) The epitope is ARMILMTHF. The TCR CDR3 sequence is CSAETGGSTEAFF. Result: 0 (the TCR does not bind to the epitope).